This data is from Full USPTO retrosynthesis dataset with 1.9M reactions from patents (1976-2016). The task is: Predict the reactants needed to synthesize the given product. Given the product [CH2:1]([O:3][C:4]([C:5]1[C:6]([CH2:7][N:8]2[C:16](=[O:17])[C:15]3[C:10](=[CH:11][CH:12]=[CH:13][CH:14]=3)[C:9]2=[O:18])=[N:27][NH:28][C:20]=1[CH:22]1[CH2:24][CH2:23]1)=[O:25])[CH3:2], predict the reactants needed to synthesize it. The reactants are: [CH2:1]([O:3][C:4](=[O:25])[CH:5]([C:20]([CH:22]1[CH2:24][CH2:23]1)=O)[C:6](=O)[CH2:7][N:8]1[C:16](=[O:17])[C:15]2[C:10](=[CH:11][CH:12]=[CH:13][CH:14]=2)[C:9]1=[O:18])[CH3:2].Cl.[NH2:27][NH2:28].